This data is from Forward reaction prediction with 1.9M reactions from USPTO patents (1976-2016). The task is: Predict the product of the given reaction. (1) Given the reactants [F:1][C:2]([F:16])([F:15])[CH2:3][CH2:4][CH2:5][N:6]1[CH2:11][CH2:10][CH:9]([C:12]([NH2:14])=O)[CH2:8][CH2:7]1.[H-].[H-].[H-].[H-].[Li+].[Al+3], predict the reaction product. The product is: [NH2:14][CH2:12][CH:9]1[CH2:10][CH2:11][N:6]([CH2:5][CH2:4][CH2:3][C:2]([F:16])([F:1])[F:15])[CH2:7][CH2:8]1. (2) Given the reactants [Cl:1][C:2]1[CH:7]=[CH:6][C:5]([CH:8]=[CH:9][C:10]2[O:11][CH:12]=[C:13]([CH2:15][OH:16])[N:14]=2)=[C:4]([F:17])[CH:3]=1.CC(C)([O-])C.[Na+].Cl[C:25]1[N:26]=[N:27][C:28]([CH2:31][CH2:32][CH2:33][CH2:34][N:35]2[CH:39]=[CH:38][N:37]=[N:36]2)=[CH:29][CH:30]=1.C(OCC)(=O)C, predict the reaction product. The product is: [Cl:1][C:2]1[CH:7]=[CH:6][C:5]([CH:8]=[CH:9][C:10]2[O:11][CH:12]=[C:13]([CH2:15][O:16][C:25]3[N:26]=[N:27][C:28]([CH2:31][CH2:32][CH2:33][CH2:34][N:35]4[CH:39]=[CH:38][N:37]=[N:36]4)=[CH:29][CH:30]=3)[N:14]=2)=[C:4]([F:17])[CH:3]=1.